From a dataset of Catalyst prediction with 721,799 reactions and 888 catalyst types from USPTO. Predict which catalyst facilitates the given reaction. (1) Reactant: Cl[CH2:2][C@@:3]([C:8]1[CH:13]=[CH:12][C:11]([F:14])=[CH:10][C:9]=1[F:15])([OH:7])[C@H:4]([OH:6])[CH3:5].C[O-].[Na+].O. Product: [O:7]1[C@@:3]([C:8]2[CH:13]=[CH:12][C:11]([F:14])=[CH:10][C:9]=2[F:15])([C@H:4]([OH:6])[CH3:5])[CH2:2]1. The catalyst class is: 5. (2) Reactant: [CH3:1][C:2]1[C:6]([CH3:7])=[CH:5][NH:4][N:3]=1.[CH2:8]=[O:9]. Product: [OH:9][CH2:8][N:4]1[CH:5]=[C:6]([CH3:7])[C:2]([CH3:1])=[N:3]1. The catalyst class is: 5. (3) Reactant: [Cl:1][C:2]1[C:10]2[N:9]([CH2:11][C:12](OCC)=[O:13])[C:8]3[CH2:17][CH2:18][N:19]([C:22]([O:24][C:25]([CH3:28])([CH3:27])[CH3:26])=[O:23])[CH2:20][CH2:21][C:7]=3[C:6]=2[CH:5]=[CH:4][C:3]=1[Cl:29].[Li+].[BH4-].[OH-].[Na+].CCOC(C)=O. Product: [Cl:1][C:2]1[C:10]2[N:9]([CH2:11][CH2:12][OH:13])[C:8]3[CH2:17][CH2:18][N:19]([C:22]([O:24][C:25]([CH3:27])([CH3:26])[CH3:28])=[O:23])[CH2:20][CH2:21][C:7]=3[C:6]=2[CH:5]=[CH:4][C:3]=1[Cl:29]. The catalyst class is: 20. (4) Reactant: [ClH:1].[CH3:2][O:3][C:4]1[N:9]=[C:8](/[CH:10]=[CH:11]/[C:12]([NH:14][NH:15]C(OC(C)(C)C)=O)=[O:13])[CH:7]=[CH:6][C:5]=1[N:23]1[CH:27]=[C:26]([CH3:28])[N:25]=[CH:24]1.C(O)CCC.CC(OC)(C)C. Product: [ClH:1].[ClH:1].[CH3:2][O:3][C:4]1[N:9]=[C:8](/[CH:10]=[CH:11]/[C:12]([NH:14][NH2:15])=[O:13])[CH:7]=[CH:6][C:5]=1[N:23]1[CH:27]=[C:26]([CH3:28])[N:25]=[CH:24]1. The catalyst class is: 5.